This data is from Catalyst prediction with 721,799 reactions and 888 catalyst types from USPTO. The task is: Predict which catalyst facilitates the given reaction. (1) Reactant: C([NH:8][CH:9]1[CH2:14][CH2:13][CH2:12][CH:11]([C:15]([OH:17])=O)[CH2:10]1)(OC(C)(C)C)=O.F[P-](F)(F)(F)(F)F.N1(OC(N(C)C)=[N+](C)C)C2N=CC=CC=2N=N1.C(N(C(C)C)CC)(C)C.[F:51][C:52]([F:62])([F:61])[C:53]1[CH:60]=[CH:59][CH:58]=[CH:57][C:54]=1[CH2:55][NH2:56]. Product: [NH2:8][CH:9]1[CH2:14][CH2:13][CH2:12][CH:11]([C:15]([NH:56][CH2:55][C:54]2[CH:57]=[CH:58][CH:59]=[CH:60][C:53]=2[C:52]([F:51])([F:61])[F:62])=[O:17])[CH2:10]1. The catalyst class is: 9. (2) Reactant: [Cl:1][C:2]1[N:10]=[C:9]2[C:5]([N:6]=[C:7]([CH:17]([NH2:19])[CH3:18])[N:8]2[CH:11]2[CH2:16][CH2:15][CH2:14][CH2:13][O:12]2)=[C:4]([N:20]2[CH2:25][CH2:24][O:23][CH2:22][CH2:21]2)[N:3]=1.[Br-:26].C(N([CH2:32][CH3:33])CC)C.[OH2:34]. Product: [Br:26][CH2:32][C:33]([NH:19][CH:17]([C:7]1[N:8]([CH:11]2[CH2:16][CH2:15][CH2:14][CH2:13][O:12]2)[C:9]2[C:5]([N:6]=1)=[C:4]([N:20]1[CH2:25][CH2:24][O:23][CH2:22][CH2:21]1)[N:3]=[C:2]([Cl:1])[N:10]=2)[CH3:18])=[O:34]. The catalyst class is: 2. (3) Reactant: [CH2:1]([O:3][C:4](=[O:18])[CH:5]=[C:6]1[C:15](=[O:16])[N:14]([CH3:17])[C:13]2[C:8](=[CH:9][CH:10]=[CH:11][CH:12]=2)[NH:7]1)[CH3:2].C([BH3-])#N.[Na+]. Product: [CH2:1]([O:3][C:4](=[O:18])[CH2:5][CH:6]1[C:15](=[O:16])[N:14]([CH3:17])[C:13]2[C:8](=[CH:9][CH:10]=[CH:11][CH:12]=2)[NH:7]1)[CH3:2]. The catalyst class is: 467.